This data is from Reaction yield outcomes from USPTO patents with 853,638 reactions. The task is: Predict the reaction yield, written as a fraction of the theoretical maximum amount of product (1.0 means a 100% yield; for example, 0.34 means a 34% yield). (1) The reactants are [NH2:1][C:2]1[CH:7]=[CH:6][C:5]([OH:8])=[CH:4][C:3]=1[F:9].[CH3:10][N:11]1[C:15]([CH3:16])=[C:14]([C:17](O)=[O:18])[C:13](=[O:20])[N:12]1[C:21]1[CH:26]=[CH:25][CH:24]=[CH:23][CH:22]=1.CCN=C=NCCCN(C)C.C1C=NC2N(O)N=NC=2C=1. The catalyst is C(Cl)Cl.O. The product is [F:9][C:3]1[CH:4]=[C:5]([OH:8])[CH:6]=[CH:7][C:2]=1[NH:1][C:17]([C:14]1[C:13](=[O:20])[N:12]([C:21]2[CH:22]=[CH:23][CH:24]=[CH:25][CH:26]=2)[N:11]([CH3:10])[C:15]=1[CH3:16])=[O:18]. The yield is 0.466. (2) The reactants are [F:1][C:2]1[CH:7]=[CH:6][C:5](/[CH:8]=[CH:9]/[C:10]2[CH:15]=[CH:14][C:13]([S:16]([C:19]3[N:24]=[C:23]([CH:25]=O)[CH:22]=[CH:21][CH:20]=3)(=[O:18])=[O:17])=[CH:12][CH:11]=2)=[CH:4][CH:3]=1.[NH:27]1[CH2:32][CH2:31][O:30][CH2:29][CH2:28]1.C(O)(=O)C.C([BH3-])#N.[Na+].[OH-].[Na+]. The catalyst is CO.ClCCl. The product is [F:1][C:2]1[CH:7]=[CH:6][C:5](/[CH:8]=[CH:9]/[C:10]2[CH:15]=[CH:14][C:13]([S:16]([C:19]3[N:24]=[C:23]([CH2:25][N:27]4[CH2:32][CH2:31][O:30][CH2:29][CH2:28]4)[CH:22]=[CH:21][CH:20]=3)(=[O:17])=[O:18])=[CH:12][CH:11]=2)=[CH:4][CH:3]=1. The yield is 0.590. (3) The reactants are [CH:1]1([CH:7]([NH:20][C:21]2[CH:26]=[CH:25][C:24]([C:27]([N:29]([CH3:37])[CH2:30][CH2:31][C:32]([O:34]CC)=[O:33])=[O:28])=[CH:23][CH:22]=2)[C:8]2[N:12]([CH3:13])[C:11]3[CH:14]=[C:15]([O:18][CH3:19])[CH:16]=[CH:17][C:10]=3[N:9]=2)[CH2:6][CH2:5][CH2:4][CH2:3][CH2:2]1.O1CCCC1.[OH-].[Na+]. The catalyst is C(O)C. The product is [CH:1]1([CH:7]([NH:20][C:21]2[CH:22]=[CH:23][C:24]([C:27]([N:29]([CH3:37])[CH2:30][CH2:31][C:32]([OH:34])=[O:33])=[O:28])=[CH:25][CH:26]=2)[C:8]2[N:12]([CH3:13])[C:11]3[CH:14]=[C:15]([O:18][CH3:19])[CH:16]=[CH:17][C:10]=3[N:9]=2)[CH2:6][CH2:5][CH2:4][CH2:3][CH2:2]1. The yield is 0.740. (4) The reactants are C(OC([NH:8][C:9]1[CH:14]=[CH:13][CH:12]=[C:11]([O:15][CH3:16])[C:10]=1[C:17](=[O:23])[C:18](OCC)=[O:19])=O)(C)(C)C. The catalyst is OS(O)(=O)=O. The product is [CH3:16][O:15][C:11]1[CH:12]=[CH:13][CH:14]=[C:9]2[C:10]=1[C:17](=[O:23])[C:18](=[O:19])[NH:8]2. The yield is 0.190. (5) The reactants are C(=[NH:14])(C1C=CC=CC=1)C1C=CC=CC=1.CC1(C)C2C=CC=C(P(C3C=CC=CC=3)C3C=CC=CC=3)C=2OC2C1=CC=CC=2P(C1C=CC=CC=1)C1C=CC=CC=1.C(=O)([O-])[O-].[Cs+].[Cs+].Br[C:64]1[CH:69]=[C:68]([F:70])[C:67]([F:71])=[CH:66][C:65]=1[O:72][CH2:73][CH2:74][CH3:75].[Cl-].[NH4+]. The catalyst is C1C=CC(/C=C/C(/C=C/C2C=CC=CC=2)=O)=CC=1.C1C=CC(/C=C/C(/C=C/C2C=CC=CC=2)=O)=CC=1.C1C=CC(/C=C/C(/C=C/C2C=CC=CC=2)=O)=CC=1.[Pd].[Pd].O.C1(C)C=CC=CC=1. The product is [F:71][C:67]1[C:68]([F:70])=[CH:69][C:64]([NH2:14])=[C:65]([O:72][CH2:73][CH2:74][CH3:75])[CH:66]=1. The yield is 0.380. (6) The reactants are [Br:1][C:2]1[CH:7]=[CH:6][C:5]([OH:8])=[CH:4][CH:3]=1.[C:9]12(O)[CH2:18][CH:13]3[CH2:14][CH:15]([CH2:17][CH:11]([CH2:12]3)[CH2:10]1)[CH2:16]2.OS(O)(=O)=O.C([O-])(O)=O.[Na+]. The catalyst is C(Cl)Cl. The product is [C:9]12([C:6]3[CH:7]=[C:2]([Br:1])[CH:3]=[CH:4][C:5]=3[OH:8])[CH2:18][CH:13]3[CH2:14][CH:15]([CH2:17][CH:11]([CH2:12]3)[CH2:10]1)[CH2:16]2. The yield is 0.770.